From a dataset of Rat liver microsome stability data. Regression/Classification. Given a drug SMILES string, predict its absorption, distribution, metabolism, or excretion properties. Task type varies by dataset: regression for continuous measurements (e.g., permeability, clearance, half-life) or binary classification for categorical outcomes (e.g., BBB penetration, CYP inhibition). Dataset: rlm. (1) The drug is Oc1ccc(CNc2ccccc2Br)c2cccnc12. The result is 1 (stable in rat liver microsomes). (2) The result is 0 (unstable in rat liver microsomes). The molecule is NC(=O)N1CCN(c2nc(-c3ccc(Br)cc3)cs2)CC1. (3) The drug is CS(=O)(=O)c1cccc(Oc2cccc(-c3c(Cc4ccccc4)cnc4c(Cl)cccc34)c2)c1. The result is 1 (stable in rat liver microsomes).